This data is from Full USPTO retrosynthesis dataset with 1.9M reactions from patents (1976-2016). The task is: Predict the reactants needed to synthesize the given product. Given the product [NH:15]1[CH2:20][CH2:19][C:18]([C:21]2[CH:26]=[CH:25][C:24]([N:27]3[CH2:31][C@H:30]([CH2:32][N:33]4[N:37]=[N:36][CH:35]=[N:34]4)[O:29][C:28]3=[O:38])=[CH:23][C:22]=2[F:39])=[CH:17][CH2:16]1, predict the reactants needed to synthesize it. The reactants are: ClC(OC(Cl)C)=O.C([N:15]1[CH2:20][CH2:19][C:18]([C:21]2[CH:26]=[CH:25][C:24]([N:27]3[CH2:31][C@H:30]([CH2:32][N:33]4[N:37]=[N:36][CH:35]=[N:34]4)[O:29][C:28]3=[O:38])=[CH:23][C:22]=2[F:39])=[CH:17][CH2:16]1)C1C=CC=CC=1.